This data is from Reaction yield outcomes from USPTO patents with 853,638 reactions. The task is: Predict the reaction yield, written as a fraction of the theoretical maximum amount of product (1.0 means a 100% yield; for example, 0.34 means a 34% yield). (1) The reactants are [CH3:1][C:2]1[C:3]([CH2:8][N:9]([CH2:20][C:21]2[C:26]([CH3:27])=[CH:25][CH:24]=[CH:23][N:22]=2)[CH:10]2[CH2:15][CH2:14][N:13]([C:16]([NH:18][OH:19])=[NH:17])[CH2:12][CH2:11]2)=[N:4][CH:5]=[CH:6][CH:7]=1.[CH:28]([O-])([O-])OCC. The catalyst is O1CCOCC1. The product is [CH3:1][C:2]1[C:3]([CH2:8][N:9]([CH2:20][C:21]2[C:26]([CH3:27])=[CH:25][CH:24]=[CH:23][N:22]=2)[CH:10]2[CH2:11][CH2:12][N:13]([C:16]3[N:17]=[CH:28][O:19][N:18]=3)[CH2:14][CH2:15]2)=[N:4][CH:5]=[CH:6][CH:7]=1. The yield is 0.690. (2) The reactants are [CH2:1]([O:3][C:4](=[O:18])[C:5](=[O:17])[NH:6][C:7]1[CH:8]=[CH:9][CH:10]=[C:11]2[C:16]=1[N:15]=[CH:14][CH:13]=[CH:12]2)[CH3:2].[Br:19]Br. The catalyst is C(O)(=O)C. The product is [CH2:1]([O:3][C:4](=[O:18])[C:5]([NH:6][C:7]1[CH:8]=[CH:9][C:10]([Br:19])=[C:11]2[C:16]=1[N:15]=[CH:14][CH:13]=[CH:12]2)=[O:17])[CH3:2]. The yield is 0.690. (3) The reactants are [OH-].[Na+].[C:11](O[C:11]([O:13][C:14]([CH3:17])([CH3:16])[CH3:15])=[O:12])([O:13][C:14]([CH3:17])([CH3:16])[CH3:15])=[O:12].[Br:18][C:19]1[CH:27]=[CH:26][CH:25]=[C:24]2[C:20]=1[CH:21]=[CH:22][N:23]2[CH2:28][CH2:29][NH2:30].O. The catalyst is O1CCOCC1. The product is [C:14]([O:13][C:11](=[O:12])[NH:30][CH2:29][CH2:28][N:23]1[C:24]2[C:20](=[C:19]([Br:18])[CH:27]=[CH:26][CH:25]=2)[CH:21]=[CH:22]1)([CH3:15])([CH3:16])[CH3:17]. The yield is 0.930. (4) The reactants are O[NH:2][C:3](=[N:8][C:9]1[CH:14]=[CH:13][C:12]([I:15])=[CH:11][N:10]=1)[C:4]([CH3:7])([CH3:6])[CH3:5].N1C=CC=CC=1.C1(C)C=CC(S(Cl)(=O)=O)=CC=1. The catalyst is C1(C)C=CC=CC=1. The product is [C:4]([C:3]1[N:8]=[C:9]2[CH:14]=[CH:13][C:12]([I:15])=[CH:11][N:10]2[N:2]=1)([CH3:7])([CH3:6])[CH3:5]. The yield is 0.760. (5) The reactants are [Cl:1][C:2]1[CH:7]=[CH:6][CH:5]=[CH:4][C:3]=1[CH:8]([O:10][C:11]([NH:13][C:14]1[C:15]([C:19]2[CH:32]=[CH:31][C:22]([CH2:23][S:24][CH2:25][CH2:26][C:27]([O:29][CH3:30])=[O:28])=[CH:21][CH:20]=2)=[N:16][O:17][CH:18]=1)=[O:12])[CH3:9].CCCCCC. The catalyst is C(O)C. The product is [Cl:1][C:2]1[CH:7]=[CH:6][CH:5]=[CH:4][C:3]=1[C@H:8]([O:10][C:11]([NH:13][C:14]1[C:15]([C:19]2[CH:32]=[CH:31][C:22]([CH2:23][S:24][CH2:25][CH2:26][C:27]([O:29][CH3:30])=[O:28])=[CH:21][CH:20]=2)=[N:16][O:17][CH:18]=1)=[O:12])[CH3:9]. The yield is 0.490.